This data is from Full USPTO retrosynthesis dataset with 1.9M reactions from patents (1976-2016). The task is: Predict the reactants needed to synthesize the given product. (1) Given the product [F:1][C:2]1([F:13])[O:6][C:5]2[CH:7]=[CH:8][C:9]([CH:11]=[CH:15][C:14]([O:20][CH2:21][CH3:22])=[O:19])=[CH:10][C:4]=2[O:3]1, predict the reactants needed to synthesize it. The reactants are: [F:1][C:2]1([F:13])[O:6][C:5]2[CH:7]=[CH:8][C:9]([CH:11]=O)=[CH:10][C:4]=2[O:3]1.[C:14]([O:20][CH2:21][CH3:22])(=[O:19])[CH2:15]C([O-])=O. (2) Given the product [Br:1][C:2]1[CH:7]=[CH:6][C:5]([O:8][CH2:9][CH2:10][CH2:11][N:16]2[CH2:15][CH2:14][N:13]([C:19]([O:21][C:22]([CH3:25])([CH3:24])[CH3:23])=[O:20])[CH2:18][CH2:17]2)=[CH:4][CH:3]=1, predict the reactants needed to synthesize it. The reactants are: [Br:1][C:2]1[CH:7]=[CH:6][C:5]([O:8][CH2:9][CH2:10][CH2:11]Br)=[CH:4][CH:3]=1.[N:13]1([C:19]([O:21][C:22]([CH3:25])([CH3:24])[CH3:23])=[O:20])[CH2:18][CH2:17][NH:16][CH2:15][CH2:14]1.C([O-])([O-])=O.[Cs+].[Cs+].C(OCC)(=O)C.